This data is from Blood-brain barrier permeability classification from the B3DB database. The task is: Regression/Classification. Given a drug SMILES string, predict its absorption, distribution, metabolism, or excretion properties. Task type varies by dataset: regression for continuous measurements (e.g., permeability, clearance, half-life) or binary classification for categorical outcomes (e.g., BBB penetration, CYP inhibition). Dataset: b3db_classification. (1) The result is 1 (penetrates BBB). The molecule is CN(C(=O)Cc1ccc(Cl)c(Cl)c1)C1CCCC[C@H]1N1CCCC1. (2) The drug is NCCNCCNCCNCCN. The result is 0 (does not penetrate BBB). (3) The molecule is Fc1ccccc1C1=NCCN(CC(F)(F)F)c2ccc(Cl)cc21. The result is 1 (penetrates BBB). (4) The drug is CCCCC(=O)O[C@H]1CC[C@H]2[C@@H]3CCc4cc(O)ccc4[C@H]3CC[C@]12C. The result is 0 (does not penetrate BBB). (5) The drug is COc1ccc2c3c1O[C@@H]1C(=O)CC[C@@H]4[C@H](C2)N(C)CC[C@@]314. The result is 1 (penetrates BBB).